From a dataset of Full USPTO retrosynthesis dataset with 1.9M reactions from patents (1976-2016). Predict the reactants needed to synthesize the given product. Given the product [C:1]1([C:3](=[CH:5][CH:6]=[CH:7][CH:8]=1)[O-:4])[O-:2].[In+3:13].[C:1]1([C:3](=[CH:5][CH:6]=[CH:7][CH:8]=1)[O-:4])[O-:2].[C:1]1([C:3](=[CH:5][CH:6]=[CH:7][CH:8]=1)[O-:4])[O-:2].[In+3:13], predict the reactants needed to synthesize it. The reactants are: [C:1]1([C:3](=[CH:5][CH:6]=[CH:7][CH:8]=1)[OH:4])[OH:2].C([O-])(=O)C.[In+3:13].C([O-])(=O)C.C([O-])(=O)C.